The task is: Regression. Given a peptide amino acid sequence and an MHC pseudo amino acid sequence, predict their binding affinity value. This is MHC class I binding data.. This data is from Peptide-MHC class I binding affinity with 185,985 pairs from IEDB/IMGT. (1) The peptide sequence is FSTPEEKF. The MHC is HLA-B27:05 with pseudo-sequence HLA-B27:05. The binding affinity (normalized) is 0. (2) The binding affinity (normalized) is 0.295. The peptide sequence is GLVGLVTFLL. The MHC is HLA-A02:06 with pseudo-sequence HLA-A02:06. (3) The peptide sequence is ALAGNHWHV. The MHC is HLA-A26:01 with pseudo-sequence HLA-A26:01. The binding affinity (normalized) is 0.0847. (4) The peptide sequence is RLLRMNNEN. The MHC is HLA-A31:01 with pseudo-sequence HLA-A31:01. The binding affinity (normalized) is 0.0847.